The task is: Predict the reactants needed to synthesize the given product.. This data is from Full USPTO retrosynthesis dataset with 1.9M reactions from patents (1976-2016). (1) Given the product [F:20][C:17]1[CH:18]=[CH:19][C:14]([C:11]2[CH:12]=[CH:13][C:8]3[N:7]=[C:28]([C:30]4[CH:35]=[CH:34][CH:33]=[C:32]([N:36]5[CH:40]=[CH:39][N:38]=[CH:37]5)[CH:31]=4)[CH2:27][C:26](=[O:41])[NH:25][C:9]=3[CH:10]=2)=[C:15]([OH:21])[CH:16]=1, predict the reactants needed to synthesize it. The reactants are: C(OC(=O)[NH:7][C:8]1[CH:13]=[CH:12][C:11]([C:14]2[CH:19]=[CH:18][C:17]([F:20])=[CH:16][C:15]=2[O:21]COC)=[CH:10][C:9]=1[NH:25][C:26](=[O:41])[CH2:27][C:28]([C:30]1[CH:35]=[CH:34][CH:33]=[C:32]([N:36]2[CH:40]=[CH:39][N:38]=[CH:37]2)[CH:31]=1)=O)(C)(C)C.C(O)(C(F)(F)F)=O. (2) Given the product [ClH:1].[Cl:1][C:2]1[C:3]([CH:12]([CH2:22][CH3:23])[CH2:13][NH2:14])=[N:4][CH:5]=[C:6]([C:8]([F:11])([F:9])[F:10])[CH:7]=1, predict the reactants needed to synthesize it. The reactants are: [Cl:1][C:2]1[C:3]([CH:12]([CH2:22][CH3:23])[CH2:13][NH:14]C(=O)OC(C)(C)C)=[N:4][CH:5]=[C:6]([C:8]([F:11])([F:10])[F:9])[CH:7]=1.FC(F)(F)C(O)=O.